This data is from Full USPTO retrosynthesis dataset with 1.9M reactions from patents (1976-2016). The task is: Predict the reactants needed to synthesize the given product. Given the product [CH2:23]([O:22][C@@H:5]([CH2:6][C:7]1[CH:8]=[CH:9][C:10]([O:13][CH2:14][C:15]2[S:16][C:17]([C:35]3[CH:34]=[CH:33][C:32]([C:29]4[N:30]=[N:31][N:27]([CH3:26])[N:28]=4)=[CH:37][CH:36]=3)=[CH:18][C:19]=2[CH3:20])=[CH:11][CH:12]=1)[C:4]([OH:3])=[O:25])[CH3:24], predict the reactants needed to synthesize it. The reactants are: C([O:3][C:4](=[O:25])[C@@H:5]([O:22][CH2:23][CH3:24])[CH2:6][C:7]1[CH:12]=[CH:11][C:10]([O:13][CH2:14][C:15]2[S:16][C:17](Br)=[CH:18][C:19]=2[CH3:20])=[CH:9][CH:8]=1)C.[CH3:26][N:27]1[N:31]=[N:30][C:29]([C:32]2[CH:37]=[CH:36][C:35](B3OC(C)(C)C(C)(C)O3)=[CH:34][CH:33]=2)=[N:28]1.